This data is from Peptide-MHC class I binding affinity with 185,985 pairs from IEDB/IMGT. The task is: Regression. Given a peptide amino acid sequence and an MHC pseudo amino acid sequence, predict their binding affinity value. This is MHC class I binding data. (1) The peptide sequence is IQCAGSEEK. The MHC is HLA-B40:01 with pseudo-sequence HLA-B40:01. The binding affinity (normalized) is 0.0847. (2) The peptide sequence is MLWCKDGHV. The MHC is HLA-A02:01 with pseudo-sequence HLA-A02:01. The binding affinity (normalized) is 0.687. (3) The peptide sequence is GMQIRGFVY. The MHC is HLA-A02:01 with pseudo-sequence HLA-A02:01. The binding affinity (normalized) is 0.0847.